From a dataset of Catalyst prediction with 721,799 reactions and 888 catalyst types from USPTO. Predict which catalyst facilitates the given reaction. (1) Reactant: [CH2:1]([O:3][C:4]([C:6]1[S:10][C:9]([Br:11])=[N:8][C:7]=1[CH2:12]Br)=[O:5])[CH3:2].[CH2:14]([O:16][C:17](=[O:31])[CH2:18][NH:19][CH2:20][C:21]1[CH:26]=[CH:25][C:24]([O:27][CH3:28])=[CH:23][C:22]=1[O:29][CH3:30])[CH3:15].C(=O)([O-])[O-].[K+].[K+]. Product: [CH2:1]([O:3][C:4]([C:6]1[S:10][C:9]([Br:11])=[N:8][C:7]=1[CH2:12][N:19]([CH2:20][C:21]1[CH:26]=[CH:25][C:24]([O:27][CH3:28])=[CH:23][C:22]=1[O:29][CH3:30])[CH2:18][C:17]([O:16][CH2:14][CH3:15])=[O:31])=[O:5])[CH3:2]. The catalyst class is: 42. (2) Reactant: Cl([O-])(=O)(=O)=O.[Li+].[CH2:7]([O:10][C@H:11]1[C:19]2[C:14](=[CH:15][C:16]([O:20][CH3:21])=[CH:17][CH:18]=2)[C@@H:13]([NH2:22])[CH2:12]1)[CH:8]=[CH2:9].[O:23]1[CH2:25][C@@H:24]1[C@@H:26]([NH:34][C:35](=[O:44])[O:36][CH2:37][C:38]1[CH:43]=[CH:42][CH:41]=[CH:40][CH:39]=1)[CH2:27][C:28]1[CH:33]=[CH:32][CH:31]=[CH:30][CH:29]=1.[Cl-].[Na+].O.C([O-])(O)=O.[Na+]. Product: [CH2:7]([O:10][C@H:11]1[C:19]2[C:14](=[CH:15][C:16]([O:20][CH3:21])=[CH:17][CH:18]=2)[C@@H:13]([NH:22][CH2:25][C@@H:24]([OH:23])[C@@H:26]([NH:34][C:35](=[O:44])[O:36][CH2:37][C:38]2[CH:39]=[CH:40][CH:41]=[CH:42][CH:43]=2)[CH2:27][C:28]2[CH:33]=[CH:32][CH:31]=[CH:30][CH:29]=2)[CH2:12]1)[CH:8]=[CH2:9]. The catalyst class is: 23.